Dataset: Reaction yield outcomes from USPTO patents with 853,638 reactions. Task: Predict the reaction yield, written as a fraction of the theoretical maximum amount of product (1.0 means a 100% yield; for example, 0.34 means a 34% yield). (1) The product is [CH:23]1[C:17]2[N:16]3[C:12]([C@@H:10]4[C@H:9]([CH3:34])[CH2:8][N:7]([C:5](=[O:6])[CH2:4][CH:1]5[CH2:3][CH2:2]5)[CH2:11]4)=[CH:13][N:14]=[C:15]3[CH:20]=[N:19][C:18]=2[NH:21][CH:22]=1. The catalyst is O1CCOCC1. The yield is 0.630. The reactants are [CH:1]1([CH2:4][C:5]([N:7]2[CH2:11][C@H:10]([C:12]3[N:16]4[C:17]5[CH:23]=[CH:22][N:21](S(C6C=CC(C)=CC=6)(=O)=O)[C:18]=5[N:19]=[CH:20][C:15]4=[N:14][CH:13]=3)[C@H:9]([CH3:34])[CH2:8]2)=[O:6])[CH2:3][CH2:2]1.[OH-].[Na+]. (2) The reactants are [CH2:1]([Mg]Br)[CH2:2][CH2:3][CH2:4][CH2:5][CH3:6].Cl[C:10]1[N:15]=[C:14](OS(C(F)(F)F)(=O)=O)[CH:13]=[CH:12][CH:11]=1. The catalyst is C1COCC1.CN1C(=O)CCC1.CCOCC. The product is [CH2:1]([C:14]1[CH:13]=[CH:12][CH:11]=[C:10]([CH2:1][CH2:2][CH2:3][CH2:4][CH2:5][CH3:6])[N:15]=1)[CH2:2][CH2:3][CH2:4][CH2:5][CH3:6]. The yield is 0.730. (3) The reactants are I[C:2]1[CH:7]=[CH:6][C:5]([NH:8][C:9]2[S:10][C:11]3[CH:17]=[C:16]([CH3:18])[CH:15]=[CH:14][C:12]=3[N:13]=2)=[CH:4][CH:3]=1.CC1(C)C(C)(C)OB([C:27]2[CH:43]=[CH:42][C:30]([C:31]([C@@H:33]3[CH2:37][CH2:36][CH2:35][C@H:34]3[C:38]([O:40]C)=[O:39])=[O:32])=[CH:29][CH:28]=2)O1.C([O-])(O)=O.[Na+].ClCCl.[OH-].[Na+]. The catalyst is CCOC(C)=O.CCO.C1(C)C=CC=CC=1. The product is [CH3:18][C:16]1[CH:15]=[CH:14][C:12]2[N:13]=[C:9]([NH:8][C:5]3[CH:6]=[CH:7][C:2]([C:27]4[CH:28]=[CH:29][C:30]([C:31]([C@@H:33]5[CH2:37][CH2:36][CH2:35][C@H:34]5[C:38]([OH:40])=[O:39])=[O:32])=[CH:42][CH:43]=4)=[CH:3][CH:4]=3)[S:10][C:11]=2[CH:17]=1. The yield is 0.190. (4) The reactants are [CH2:1]([O:5][C:6]1[N:14]=[C:13]2[C:9]([N:10]=[C:11]([O:25]C)[N:12]2[CH2:15][C:16]2[CH:21]=[CH:20][C:19]([CH2:22][CH2:23]O)=[CH:18][CH:17]=2)=[C:8]([NH2:27])[N:7]=1)[CH2:2][CH2:3][CH3:4].C(N(CC)CC)C.CS(Cl)(=O)=O.C(N(C(C)C)CC)(C)C.[CH2:49]([O:51][C:52]([CH:54]1[CH2:59][CH2:58][NH:57][CH2:56][CH2:55]1)=[O:53])C. The catalyst is C1COCC1.CN(C)C1C=CN=CC=1.CN(C=O)C. The product is [CH2:1]([O:5][C:6]1[N:14]=[C:13]2[C:9]([NH:10][C:11](=[O:25])[N:12]2[CH2:15][C:16]2[CH:17]=[CH:18][C:19]([CH2:22][CH2:23][N:57]3[CH2:58][CH2:59][CH:54]([C:52]([O:51][CH3:49])=[O:53])[CH2:55][CH2:56]3)=[CH:20][CH:21]=2)=[C:8]([NH2:27])[N:7]=1)[CH2:2][CH2:3][CH3:4]. The yield is 0.620.